From a dataset of Reaction yield outcomes from USPTO patents with 853,638 reactions. Predict the reaction yield, written as a fraction of the theoretical maximum amount of product (1.0 means a 100% yield; for example, 0.34 means a 34% yield). (1) The reactants are C([O:5][C:6](=[O:33])[CH:7]([N:10]1[C:14]2[CH:15]=[C:16]([C:19]#[N:20])[CH:17]=[CH:18][C:13]=2[N:12]([S:21]([C:24]2[CH:29]=[CH:28][C:27]([O:30][CH3:31])=[CH:26][CH:25]=2)(=[O:23])=[O:22])[C:11]1=[O:32])[CH2:8][CH3:9])(C)(C)C.FC(F)(F)C(O)=O. The catalyst is C(Cl)Cl. The product is [C:19]([C:16]1[CH:17]=[CH:18][C:13]2[N:12]([S:21]([C:24]3[CH:25]=[CH:26][C:27]([O:30][CH3:31])=[CH:28][CH:29]=3)(=[O:23])=[O:22])[C:11](=[O:32])[N:10]([CH:7]([CH2:8][CH3:9])[C:6]([OH:33])=[O:5])[C:14]=2[CH:15]=1)#[N:20]. The yield is 0.990. (2) The reactants are Cl[C:2]1[CH:11]=[C:10]([C:12]2[CH:17]=[CH:16][CH:15]=[CH:14][C:13]=2[CH3:18])[C:5]([C:6]([NH:8][CH3:9])=[O:7])=[CH:4][N:3]=1.[NH:19]1[CH2:24][CH2:23][O:22][CH2:21][CH2:20]1.C(N(C(C)C)C(C)C)C. The catalyst is CN(C1C=CN=CC=1)C.C(OCC)(=O)C. The product is [CH3:9][NH:8][C:6](=[O:7])[C:5]1[C:10]([C:12]2[CH:17]=[CH:16][CH:15]=[CH:14][C:13]=2[CH3:18])=[CH:11][C:2]([N:19]2[CH2:24][CH2:23][O:22][CH2:21][CH2:20]2)=[N:3][CH:4]=1. The yield is 0.929.